The task is: Predict which catalyst facilitates the given reaction.. This data is from Catalyst prediction with 721,799 reactions and 888 catalyst types from USPTO. (1) Reactant: [F:1][C:2]1[C:29]([O:30][CH3:31])=[CH:28][C:27]([O:32][CH3:33])=[C:26]([F:34])[C:3]=1[CH2:4][O:5][C:6]1[CH:7]=[N:8][C:9]([NH:12][C:13]2[CH:14]=[CH:15][C:16]([N:19]3[CH2:24][CH2:23][C:22](=O)[CH2:21][CH2:20]3)=[N:17][CH:18]=2)=[N:10][CH:11]=1.[NH2:35][CH2:36][CH2:37][OH:38].C(O[BH-](OC(=O)C)OC(=O)C)(=O)C.[Na+].C(=O)([O-])O.[Na+]. Product: [F:34][C:26]1[C:27]([O:32][CH3:33])=[CH:28][C:29]([O:30][CH3:31])=[C:2]([F:1])[C:3]=1[CH2:4][O:5][C:6]1[CH:7]=[N:8][C:9]([NH:12][C:13]2[CH:14]=[CH:15][C:16]([N:19]3[CH2:24][CH2:23][CH:22]([NH:35][CH2:36][CH2:37][OH:38])[CH2:21][CH2:20]3)=[N:17][CH:18]=2)=[N:10][CH:11]=1. The catalyst class is: 411. (2) Reactant: F[C:2]1[N:7]=[C:6]([CH3:8])[C:5]([NH2:9])=[CH:4][CH:3]=1.[CH2:10]([SH:13])[CH2:11][CH3:12].[OH-].[K+]. Product: [CH3:8][C:6]1[C:5]([NH2:9])=[CH:4][CH:3]=[C:2]([S:13][CH2:10][CH2:11][CH3:12])[N:7]=1. The catalyst class is: 14. (3) The catalyst class is: 3. Product: [CH:37]1([NH:36][C:34]([NH:33][C:30]2[CH:31]=[CH:32][C:27]([O:26][C:23]3[CH:22]=[CH:21][N:20]=[C:19]4[CH:18]=[C:17]([C:14]5[CH:13]=[CH:12][C:11]([CH2:10][N:1]6[CH2:5][CH2:4][NH:3][C:2]6=[O:6])=[CH:16][N:15]=5)[S:25][C:24]=34)=[C:28]([F:40])[CH:29]=2)=[O:35])[CH2:39][CH2:38]1. Reactant: [NH:1]1[CH2:5][CH2:4][NH:3][C:2]1=[O:6].[H-].[Na+].Cl[CH2:10][C:11]1[CH:12]=[CH:13][C:14]([C:17]2[S:25][C:24]3[C:19](=[N:20][CH:21]=[CH:22][C:23]=3[O:26][C:27]3[CH:32]=[CH:31][C:30]([NH:33][C:34]([NH:36][CH:37]4[CH2:39][CH2:38]4)=[O:35])=[CH:29][C:28]=3[F:40])[CH:18]=2)=[N:15][CH:16]=1.O.